This data is from Forward reaction prediction with 1.9M reactions from USPTO patents (1976-2016). The task is: Predict the product of the given reaction. (1) The product is: [Cl:1][C:2]1[CH:7]=[C:6]([F:8])[CH:5]=[CH:4][C:3]=1[CH:9]1[CH2:14][CH2:13][CH:12]([OH:15])[CH2:11][CH2:10]1. Given the reactants [Cl:1][C:2]1[CH:7]=[C:6]([F:8])[CH:5]=[CH:4][C:3]=1[C:9]1[CH2:14][CH2:13][C:12](=[O:15])[CH2:11][CH:10]=1, predict the reaction product. (2) Given the reactants Cl[C:2]1[C:3]2[CH:14]=[CH:13][S:12][C:4]=2[N:5]=[C:6]([S:8]([CH3:11])(=[O:10])=[O:9])[N:7]=1, predict the reaction product. The product is: [CH3:11][S:8]([C:6]1[N:7]=[CH:2][C:3]2[CH:14]=[CH:13][S:12][C:4]=2[N:5]=1)(=[O:9])=[O:10]. (3) The product is: [CH3:1][O:2][C:3](=[O:28])[CH2:4][CH2:5][CH2:6][CH2:7][CH2:8][NH:9][C:10]1[C:11]2[C:18]([C:19]3[CH:24]=[CH:23][C:22]([O:25][CH3:26])=[CH:21][CH:20]=3)=[C:17]([C:34]3[CH:33]=[CH:32][CH:31]=[C:30]([F:29])[CH:35]=3)[O:16][C:12]=2[N:13]=[CH:14][N:15]=1. Given the reactants [CH3:1][O:2][C:3](=[O:28])[CH2:4][CH2:5][CH2:6][CH2:7][CH2:8][NH:9][C:10]1[C:11]2[C:18]([C:19]3[CH:24]=[CH:23][C:22]([O:25][CH3:26])=[CH:21][CH:20]=3)=[C:17](Br)[O:16][C:12]=2[N:13]=[CH:14][N:15]=1.[F:29][C:30]1[CH:31]=[C:32](B(O)O)[CH:33]=[CH:34][CH:35]=1.C(=O)([O-])[O-].[Cs+].[Cs+].P([O-])([O-])([O-])=O.[K+].[K+].[K+], predict the reaction product. (4) The product is: [Cl:7][CH:8]([CH:2]=[O:4])[C:9]([O:11][CH2:12][CH3:13])=[O:10]. Given the reactants C[C:2](C)([O-:4])C.[K+].[Cl:7][CH2:8][C:9]([O:11][CH2:12][CH3:13])=[O:10].C(OCC)=O.Cl, predict the reaction product. (5) Given the reactants Cl[C:2]1[N:3]=[CH:4][C:5]2[N:11]([CH3:12])[C:10](=[O:13])[C:9]([CH2:15][CH3:16])([CH3:14])[CH2:8][N:7]([CH:17]3[CH2:21][CH2:20][CH2:19][CH2:18]3)[C:6]=2[N:22]=1.[NH2:23][C:24]1[CH:32]=[CH:31][C:27]([C:28]([OH:30])=[O:29])=[CH:26][C:25]=1[O:33][CH3:34], predict the reaction product. The product is: [CH:17]1([N:7]2[CH2:8][C:9]([CH2:15][CH3:16])([CH3:14])[C:10](=[O:13])[N:11]([CH3:12])[C:5]3[CH:4]=[N:3][C:2]([NH:23][C:24]4[CH:32]=[CH:31][C:27]([C:28]([OH:30])=[O:29])=[CH:26][C:25]=4[O:33][CH3:34])=[N:22][C:6]2=3)[CH2:21][CH2:20][CH2:19][CH2:18]1. (6) Given the reactants [Cl:1][C:2]1[CH:3]=[CH:4][C:5]([C:8](=[O:10])[CH3:9])=[N:6][CH:7]=1.[BH4-].[Na+], predict the reaction product. The product is: [Cl:1][C:2]1[CH:3]=[CH:4][C:5]([CH:8]([OH:10])[CH3:9])=[N:6][CH:7]=1. (7) Given the reactants C(N(CC)CC)C.[NH:8]1[C:16]2[C:11](=[CH:12][CH:13]=[CH:14][C:15]=2[CH:17]=[CH:18][C:19]([OH:21])=O)[CH:10]=[CH:9]1.ClC(OCC)=O.[N-:28]=[N+:29]=[N-:30].[Na+], predict the reaction product. The product is: [NH:8]1[C:16]2[C:11](=[CH:12][CH:13]=[CH:14][C:15]=2[CH:17]=[CH:18][C:19]([N:28]=[N+:29]=[N-:30])=[O:21])[CH:10]=[CH:9]1.